Dataset: Reaction yield outcomes from USPTO patents with 853,638 reactions. Task: Predict the reaction yield, written as a fraction of the theoretical maximum amount of product (1.0 means a 100% yield; for example, 0.34 means a 34% yield). (1) The reactants are [CH2:1]([O:8][C:9]1[CH:17]=[CH:16][C:12]([C:13]([OH:15])=O)=[CH:11][CH:10]=1)[C:2]1[CH:7]=[CH:6][CH:5]=[CH:4][CH:3]=1.C(Cl)(=O)C(Cl)=O.[CH2:24]1[CH2:31][CH:30]([NH2:32])[C:28](=[O:29])[NH:27][CH2:26][CH2:25]1.C(N(CC)CC)C. The catalyst is ClCCl.O.CN(C)C=O. The product is [CH2:1]([O:8][C:9]1[CH:10]=[CH:11][C:12]([C:13]([NH:32][CH:30]2[CH2:31][CH2:24][CH2:25][CH2:26][NH:27][C:28]2=[O:29])=[O:15])=[CH:16][CH:17]=1)[C:2]1[CH:3]=[CH:4][CH:5]=[CH:6][CH:7]=1. The yield is 0.800. (2) The reactants are [CH3:1][N:2]([CH3:31])[C@H:3]1[CH2:8][CH2:7][C@H:6]([N:9]([CH2:29][CH3:30])[C:10]2[C:11]([CH3:28])=[C:12]([CH:16]=[C:17]([C:19]#[C:20][CH2:21][N:22]3[CH2:27][CH2:26][O:25][CH2:24][CH2:23]3)[CH:18]=2)[C:13](O)=[O:14])[CH2:5][CH2:4]1.Cl.[NH2:33][CH2:34][C:35]1[C:36](=[O:43])[NH:37][C:38]([CH3:42])=[CH:39][C:40]=1[CH3:41].C1CN([P+](ON2N=NC3C=CC=CC2=3)(N2CCCC2)N2CCCC2)CC1.F[P-](F)(F)(F)(F)F.CCN(C(C)C)C(C)C. The catalyst is CS(C)=O. The product is [CH3:41][C:40]1[CH:39]=[C:38]([CH3:42])[NH:37][C:36](=[O:43])[C:35]=1[CH2:34][NH:33][C:13](=[O:14])[C:12]1[CH:16]=[C:17]([C:19]#[C:20][CH2:21][N:22]2[CH2:27][CH2:26][O:25][CH2:24][CH2:23]2)[CH:18]=[C:10]([N:9]([C@H:6]2[CH2:7][CH2:8][C@H:3]([N:2]([CH3:31])[CH3:1])[CH2:4][CH2:5]2)[CH2:29][CH3:30])[C:11]=1[CH3:28]. The yield is 0.490. (3) The reactants are C([O:8][N:9]1[C:15](=[O:16])[N:14]2[CH2:17][C@H:10]1[CH2:11][CH2:12][C@H:13]2[C:18]([NH:20][NH:21][C:22](=[O:25])[CH2:23][CH3:24])=[O:19])C1C=CC=CC=1. The catalyst is CO.[Pd]. The product is [OH:8][N:9]1[C:15](=[O:16])[N:14]2[CH2:17][C@H:10]1[CH2:11][CH2:12][C@H:13]2[C:18]([NH:20][NH:21][C:22](=[O:25])[CH2:23][CH3:24])=[O:19]. The yield is 1.00. (4) The reactants are Br[CH2:2][C:3]1[CH:27]=[CH:26][C:6]([C:7]([NH:9][C:10]2[S:11][C:12]([N:20]3[CH2:25][CH2:24][O:23][CH2:22][CH2:21]3)=[C:13]([C:15]3[O:16][CH:17]=[CH:18][CH:19]=3)[N:14]=2)=[O:8])=[CH:5][CH:4]=1.[NH:28]1[CH:32]=[CH:31][N:30]=[CH:29]1.O. The catalyst is CN(C=O)C. The product is [O:16]1[CH:17]=[CH:18][CH:19]=[C:15]1[C:13]1[N:14]=[C:10]([NH:9][C:7](=[O:8])[C:6]2[CH:26]=[CH:27][C:3]([CH2:2][N:28]3[CH:32]=[CH:31][N:30]=[CH:29]3)=[CH:4][CH:5]=2)[S:11][C:12]=1[N:20]1[CH2:25][CH2:24][O:23][CH2:22][CH2:21]1. The yield is 0.800. (5) The reactants are C([N:8]([CH2:21][CH2:22][C:23]#[CH:24])[S:9]([CH2:12][C:13]1[C:18]([CH3:19])=[CH:17][CH:16]=[CH:15][C:14]=1[CH3:20])(=[O:11])=[O:10])(OC(C)(C)C)=O.CN(C=O)C.[CH:30]([NH:43][C:44]1[CH:49]=[CH:48][C:47]([Cl:50])=[CH:46][C:45]=1I)([C:37]1[CH:42]=[CH:41][CH:40]=[CH:39][CH:38]=1)[C:31]1[CH:36]=[CH:35][CH:34]=[CH:33][CH:32]=1.C(N(CC)CC)C. The catalyst is Cl[Pd](Cl)([P](C1C=CC=CC=1)(C1C=CC=CC=1)C1C=CC=CC=1)[P](C1C=CC=CC=1)(C1C=CC=CC=1)C1C=CC=CC=1.[Cu]I.[Cu](I)I.CN(C)C(=O)C.O.C1(C)C=CC=CC=1. The product is [CH:30]([N:43]1[C:44]2[C:49](=[CH:48][C:47]([Cl:50])=[CH:46][CH:45]=2)[CH:24]=[C:23]1[CH2:22][CH2:21][NH:8][S:9]([CH2:12][C:13]1[C:14]([CH3:20])=[CH:15][CH:16]=[CH:17][C:18]=1[CH3:19])(=[O:10])=[O:11])([C:37]1[CH:42]=[CH:41][CH:40]=[CH:39][CH:38]=1)[C:31]1[CH:36]=[CH:35][CH:34]=[CH:33][CH:32]=1. The yield is 0.940.